From a dataset of Full USPTO retrosynthesis dataset with 1.9M reactions from patents (1976-2016). Predict the reactants needed to synthesize the given product. (1) Given the product [CH3:1][C@@H:2]([OH:71])[C@@H:3]1[NH:27][C:25](=[O:26])[C@H:24]([CH2:28][CH2:29][CH2:30][CH2:31][NH2:32])[NH:23][C:21](=[O:22])[C@@H:20]([CH2:33][C:34]2[C:38]3[CH:39]=[CH:40][CH:41]=[CH:42][C:37]=3[NH:36][CH:35]=2)[NH:19][C:17](=[O:18])[C@H:16]([CH2:43][C:44]2[CH:49]=[CH:48][CH:47]=[CH:46][CH:45]=2)[NH:15][C:13](=[O:14])[C@@H:12]([NH:50][C:51]([C@H:53]([NH2:61])[CH2:54][C:55]2[CH:60]=[CH:59][CH:58]=[CH:57][CH:56]=2)=[O:52])[CH2:11][S:10][S:9][CH2:8][C@@H:7]([C:62]([NH:64][C@@H:65]([C@H:68]([OH:70])[CH3:69])[CH2:66][OH:67])=[O:63])[NH:6][C:4]1=[O:5], predict the reactants needed to synthesize it. The reactants are: [CH3:1][C@@H:2]([OH:71])[C@@H:3]1[NH:27][C:25](=[O:26])[C@H:24]([CH2:28][CH2:29][CH2:30][CH2:31][NH2:32])[NH:23][C:21](=[O:22])[C@@H:20]([CH2:33][C:34]2[C:38]3[CH:39]=[CH:40][CH:41]=[CH:42][C:37]=3[NH:36][CH:35]=2)[NH:19][C:17](=[O:18])[C@H:16]([CH2:43][C:44]2[CH:45]=[CH:46][CH:47]=[CH:48][CH:49]=2)[NH:15][C:13](=[O:14])[C@@H:12]([NH:50][C:51]([C@H:53]([NH2:61])[CH2:54][C:55]2[CH:56]=[CH:57][CH:58]=[CH:59][CH:60]=2)=[O:52])[CH2:11][S:10][S:9][CH2:8][C@@H:7]([C:62]([NH:64][C@@H:65]([C@H:68]([OH:70])[CH3:69])[CH2:66][OH:67])=[O:63])[NH:6][C:4]1=[O:5].CC(O)=O. (2) Given the product [Cl:25][C:26]1[CH:27]=[C:28]([CH:31]=[CH:32][C:33]=1[S:34]([CH3:37])(=[O:36])=[O:35])[CH2:29][NH:1][C:2]1[CH:3]=[CH:4][C:5]([C:8]2[C:9]([NH2:24])=[N:10][C:11]([NH2:23])=[N:12][C:13]=2[CH2:14][CH3:39])=[CH:6][CH:7]=1, predict the reactants needed to synthesize it. The reactants are: [NH2:1][C:2]1[CH:7]=[CH:6][C:5]([C:8]2[C:9]([NH2:24])=[N:10][C:11]([NH2:23])=[N:12][C:13]=2[CH2:14]OCC2C=CC=CC=2)=[CH:4][CH:3]=1.[Cl:25][C:26]1[CH:27]=[C:28]([CH:31]=[CH:32][C:33]=1[S:34]([CH3:37])(=[O:36])=[O:35])[CH:29]=O.F[C:39]1C=C(C=CC=1S(C)(=O)=O)C=O.